This data is from Full USPTO retrosynthesis dataset with 1.9M reactions from patents (1976-2016). The task is: Predict the reactants needed to synthesize the given product. (1) Given the product [OH:9][CH2:8][C@@H:3]1[CH2:4][CH2:5][CH2:6][CH2:7][C@H:2]1[NH:1][CH:11]1[CH2:16][CH2:15][N:14]([C:17]([O:19][C:20]([CH3:23])([CH3:22])[CH3:21])=[O:18])[CH2:13][CH2:12]1, predict the reactants needed to synthesize it. The reactants are: [NH2:1][C@@H:2]1[CH2:7][CH2:6][CH2:5][CH2:4][C@H:3]1[CH2:8][OH:9].O=[C:11]1[CH2:16][CH2:15][N:14]([C:17]([O:19][C:20]([CH3:23])([CH3:22])[CH3:21])=[O:18])[CH2:13][CH2:12]1. (2) The reactants are: Br[C:2]1[CH:7]=[CH:6][C:5]([C:8]2[N:12]([CH2:13][C@@H:14]3[CH2:18][CH2:17][N:16]([C:19]([CH:21]4[CH2:23][CH2:22]4)=[O:20])[CH2:15]3)[C:11]3[CH:24]=[CH:25][C:26]([C:28]([F:31])([F:30])[F:29])=[CH:27][C:10]=3[N:9]=2)=[CH:4][CH:3]=1.CC1(C)C(C)(C)OB([C:40]2[CH:41]=[C:42]3[CH:48]=[CH:47][NH:46][C:43]3=[N:44][CH:45]=2)O1.C(=O)([O-])[O-].[K+].[K+]. Given the product [CH:21]1([C:19]([N:16]2[CH2:17][CH2:18][C@@H:14]([CH2:13][N:12]3[C:11]4[CH:24]=[CH:25][C:26]([C:28]([F:31])([F:30])[F:29])=[CH:27][C:10]=4[N:9]=[C:8]3[C:5]3[CH:6]=[CH:7][C:2]([C:40]4[CH:41]=[C:42]5[CH:48]=[CH:47][NH:46][C:43]5=[N:44][CH:45]=4)=[CH:3][CH:4]=3)[CH2:15]2)=[O:20])[CH2:23][CH2:22]1, predict the reactants needed to synthesize it. (3) Given the product [Si:1]([O:8][C@@H:9]1[C@@H:13]([CH2:14][OH:15])[O:12][C@@H:11]([N:23]2[C:27]3[N:28]=[CH:29][N:30]=[C:31]([NH:32][C:33](=[O:40])[C:34]4[CH:35]=[CH:36][CH:37]=[CH:38][CH:39]=4)[C:26]=3[CH:25]=[CH:24]2)[CH2:10]1)([C:4]([CH3:5])([CH3:6])[CH3:7])([CH3:2])[CH3:3], predict the reactants needed to synthesize it. The reactants are: [Si:1]([O:8][C@@H:9]1[C@@H:13]([CH2:14][O:15][Si](C(C)(C)C)(C)C)[O:12][C@@H:11]([N:23]2[C:27]3[N:28]=[CH:29][N:30]=[C:31]([NH:32][C:33](=[O:40])[C:34]4[CH:39]=[CH:38][CH:37]=[CH:36][CH:35]=4)[C:26]=3[CH:25]=[CH:24]2)[CH2:10]1)([C:4]([CH3:7])([CH3:6])[CH3:5])([CH3:3])[CH3:2].